From a dataset of Catalyst prediction with 721,799 reactions and 888 catalyst types from USPTO. Predict which catalyst facilitates the given reaction. (1) Reactant: [C:1]([O:20][CH2:21][CH2:22][O:23][CH2:24][CH2:25][OH:26])([C:14]1[CH:19]=[CH:18][CH:17]=[CH:16][CH:15]=1)([C:8]1[CH:13]=[CH:12][CH:11]=[CH:10][CH:9]=1)[C:2]1[CH:7]=[CH:6][CH:5]=[CH:4][CH:3]=1.[H-].[Na+].[CH2:29]([CH:31]1[O:33][CH2:32]1)Br. The catalyst class is: 1. Product: [C:1]([O:20][CH2:21][CH2:22][O:23][CH2:24][CH2:25][O:26][CH2:29][CH:31]1[CH2:32][O:33]1)([C:8]1[CH:13]=[CH:12][CH:11]=[CH:10][CH:9]=1)([C:14]1[CH:15]=[CH:16][CH:17]=[CH:18][CH:19]=1)[C:2]1[CH:3]=[CH:4][CH:5]=[CH:6][CH:7]=1. (2) Reactant: [F:1][C:2]1[C:7]2[C:8]([C:18](=[O:21])[NH:19][CH3:20])=[C:9]([C:11]3[CH:16]=[CH:15][C:14]([F:17])=[CH:13][CH:12]=3)[O:10][C:6]=2[CH:5]=[CH:4][C:3]=1[C:22]1[C:23]([CH3:33])=[CH:24][C:25]([O:31][CH3:32])=[C:26]([CH:30]=1)[C:27]([OH:29])=O.[CH3:34][C:35]1[CH:40]=[C:39]([CH3:41])[N:38]=[C:37]([C:42]2([NH2:45])[CH2:44][CH2:43]2)[N:36]=1.F[P-](F)(F)(F)(F)F.N1(O[P+](N(C)C)(N(C)C)N(C)C)C2C=CC=CC=2N=N1.C(N(CC)CC)C. Product: [CH3:41][C:39]1[CH:40]=[C:35]([CH3:34])[N:36]=[C:37]([C:42]2([NH:45][C:27]([C:26]3[C:25]([O:31][CH3:32])=[CH:24][C:23]([CH3:33])=[C:22]([C:3]4[CH:4]=[CH:5][C:6]5[O:10][C:9]([C:11]6[CH:16]=[CH:15][C:14]([F:17])=[CH:13][CH:12]=6)=[C:8]([C:18]([NH:19][CH3:20])=[O:21])[C:7]=5[C:2]=4[F:1])[CH:30]=3)=[O:29])[CH2:43][CH2:44]2)[N:38]=1. The catalyst class is: 3.